Dataset: Full USPTO retrosynthesis dataset with 1.9M reactions from patents (1976-2016). Task: Predict the reactants needed to synthesize the given product. Given the product [Cl:37][C:23]1[S:22][C:21]([C:18]2[CH:19]=[CH:20][C:15]([C:12]3[CH:11]=[CH:10][C:9]([C:6]4([C:4]([OH:5])=[O:3])[CH2:8][CH2:7]4)=[CH:14][CH:13]=3)=[CH:16][CH:17]=2)=[C:25]([NH:26][C:27]([O:29][CH:30]([C:32]2[CH:36]=[CH:35][S:34][CH:33]=2)[CH3:31])=[O:28])[CH:24]=1, predict the reactants needed to synthesize it. The reactants are: C([O:3][C:4]([C:6]1([C:9]2[CH:14]=[CH:13][C:12]([C:15]3[CH:20]=[CH:19][C:18]([C:21]4[S:22][C:23]([Cl:37])=[CH:24][C:25]=4[NH:26][C:27]([O:29][CH:30]([C:32]4[CH:36]=[CH:35][S:34][CH:33]=4)[CH3:31])=[O:28])=[CH:17][CH:16]=3)=[CH:11][CH:10]=2)[CH2:8][CH2:7]1)=[O:5])C.C(O)(C)C.[OH-].[Na+].Cl.